From a dataset of CYP2C9 inhibition data for predicting drug metabolism from PubChem BioAssay. Regression/Classification. Given a drug SMILES string, predict its absorption, distribution, metabolism, or excretion properties. Task type varies by dataset: regression for continuous measurements (e.g., permeability, clearance, half-life) or binary classification for categorical outcomes (e.g., BBB penetration, CYP inhibition). Dataset: cyp2c9_veith. (1) The compound is O=C1[C@H]2CC[C@@H]3/C(=N\OCc4ccccc4)C[C@@H](O)[C@@H](O)[C@@H]3[C@@H]2C(=O)N1C[C@@H]1CCCO1. The result is 0 (non-inhibitor). (2) The compound is COC(=O)c1ccc(NC(C)=O)o1. The result is 0 (non-inhibitor).